This data is from Full USPTO retrosynthesis dataset with 1.9M reactions from patents (1976-2016). The task is: Predict the reactants needed to synthesize the given product. (1) Given the product [F:24][C:15]1([CH2:3][OH:4])[C:16]([F:23])=[CH:17][C:18]([F:19])=[C:10]([F:9])[CH:11]1[CH2:12][OH:14], predict the reactants needed to synthesize it. The reactants are: [BH4-].[Na+].[CH2:3](COC)[O:4]C.[F:9][C:10]1[C:18]([F:19])=[C:17](C(O)=O)[C:16]([F:23])=[C:15]([F:24])[C:11]=1[C:12]([OH:14])=O.Cl. (2) Given the product [Br:12][C:4]1[CH:3]=[N:2][N:1]([C:6]2[CH:7]=[N:8][CH:9]=[CH:10][CH:11]=2)[CH:5]=1, predict the reactants needed to synthesize it. The reactants are: [N:1]1([C:6]2[CH:7]=[N:8][CH:9]=[CH:10][CH:11]=2)[CH:5]=[CH:4][CH:3]=[N:2]1.[Br:12]N1C(=O)CCC1=O. (3) Given the product [CH2:8]([NH:12][C:13]1[N:21]=[C:20]2[C:16]([N:17]=[C:18]([O:22][CH3:23])[N:19]2[CH2:36][CH2:37][CH:38]2[CH2:43][CH2:42][CH2:41][CH2:40][O:39]2)=[C:15]([NH2:24])[N:14]=1)[CH2:9][CH2:10][CH3:11], predict the reactants needed to synthesize it. The reactants are: FC(F)(F)C(O)=O.[CH2:8]([NH:12][C:13]1[N:21]=[C:20]2[C:16]([N:17]=[C:18]([O:22][CH3:23])[NH:19]2)=[C:15]([NH2:24])[N:14]=1)[CH2:9][CH2:10][CH3:11].C(=O)([O-])[O-].[K+].[K+].CS(O[CH2:36][CH2:37][CH:38]1[CH2:43][CH2:42][CH2:41][CH2:40][O:39]1)(=O)=O. (4) Given the product [C:28]([O:32][CH:33]([C:39]1[C:48]([CH3:49])=[C:47]([F:50])[C:46]2[C:41](=[CH:42][CH:43]=[CH:44][CH:45]=2)[C:40]=1[O:51][S:14]([C:17]([F:20])([F:19])[F:18])(=[O:16])=[O:15])[C:34]([O:36][CH2:37][CH3:38])=[O:35])([CH3:29])([CH3:31])[CH3:30], predict the reactants needed to synthesize it. The reactants are: C([O-])([O-])=O.[Cs+].[Cs+].C1(N([S:14]([C:17]([F:20])([F:19])[F:18])(=[O:16])=[O:15])[S:14]([C:17]([F:20])([F:19])[F:18])(=[O:16])=[O:15])C=CC=CC=1.[C:28]([O:32][CH:33]([C:39]1[C:48]([CH3:49])=[C:47]([F:50])[C:46]2[C:41](=[CH:42][CH:43]=[CH:44][CH:45]=2)[C:40]=1[OH:51])[C:34]([O:36][CH2:37][CH3:38])=[O:35])([CH3:31])([CH3:30])[CH3:29].OS([O-])(=O)=O.[Na+]. (5) Given the product [CH2:1]([S:9][C:10]1[CH:19]=[CH:18][C:13]([C:14]([NH:25][NH2:26])=[O:15])=[CH:12][C:11]=1[C:20]([F:23])([F:22])[F:21])[CH2:2][CH2:3][CH2:4][CH2:5][CH2:6][CH2:7][CH3:8], predict the reactants needed to synthesize it. The reactants are: [CH2:1]([S:9][C:10]1[CH:19]=[CH:18][C:13]([C:14](OC)=[O:15])=[CH:12][C:11]=1[C:20]([F:23])([F:22])[F:21])[CH2:2][CH2:3][CH2:4][CH2:5][CH2:6][CH2:7][CH3:8].O.[NH2:25][NH2:26].